Predict the product of the given reaction. From a dataset of Forward reaction prediction with 1.9M reactions from USPTO patents (1976-2016). (1) Given the reactants C(N(CC)CC)C.C(C1C=C(C)C=C(CC)C=1C1C(=O)N2CCOCCN2C1=O)C.[C:31]([OH:50])(=O)[CH2:32][CH2:33][CH2:34][CH2:35][CH2:36][CH2:37][CH2:38]/[CH:39]=[CH:40]\[CH2:41][CH2:42][CH2:43][CH2:44][CH2:45][CH2:46][CH2:47][CH3:48].C(Cl)(=O)C([Cl:54])=O, predict the reaction product. The product is: [C:31]([Cl:54])(=[O:50])[CH2:32][CH2:33][CH2:34][CH2:35][CH2:36][CH2:37][CH2:38]/[CH:39]=[CH:40]\[CH2:41][CH2:42][CH2:43][CH2:44][CH2:45][CH2:46][CH2:47][CH3:48]. (2) Given the reactants [N:1]1([C:13]2[CH:20]=[CH:19][C:16]([C:17]#[N:18])=[CH:15][N:14]=2)[CH2:5][CH2:4][C:3]2([CH2:11][CH:10]3[NH:12][CH:7]([CH2:8][CH2:9]3)[CH2:6]2)[CH2:2]1.[CH3:21][C:22]1[C:30]([C@@H:31]2[CH2:33][O:32]2)=[CH:29][CH:28]=[C:27]2[C:23]=1[CH2:24][O:25][C:26]2=[O:34], predict the reaction product. The product is: [OH:32][C@H:31]([C:30]1[C:22]([CH3:21])=[C:23]2[C:27](=[CH:28][CH:29]=1)[C:26](=[O:34])[O:25][CH2:24]2)[CH2:33][N:12]1[CH:10]2[CH2:9][CH2:8][CH:7]1[CH2:6][C:3]1([CH2:11]2)[CH2:4][CH2:5][N:1]([C:13]2[CH:20]=[CH:19][C:16]([C:17]#[N:18])=[CH:15][N:14]=2)[CH2:2]1. (3) Given the reactants [N:1]1[CH:6]=[CH:5][CH2:4][N:3]2[C:7](=[O:10])[S:8][CH2:9][C:2]=12.[F:11][C:12]([F:33])([F:32])[C:13]1[CH:27]=[C:26]([C:28]([F:31])([F:30])[F:29])[CH:25]=[CH:24][C:14]=1[CH2:15][N:16]1[CH2:21][CH2:20][CH:19]([CH:22]=O)[CH2:18][CH2:17]1.C([O-])(=O)C.[NH2+]1CCCCC1.O, predict the reaction product. The product is: [F:33][C:12]([F:11])([F:32])[C:13]1[CH:27]=[C:26]([C:28]([F:31])([F:30])[F:29])[CH:25]=[CH:24][C:14]=1[CH2:15][N:16]1[CH2:21][CH2:20][CH:19](/[CH:22]=[C:9]2\[S:8][C:7](=[O:10])[N:3]3[CH2:4][CH:5]=[CH:6][N:1]=[C:2]\23)[CH2:18][CH2:17]1. (4) Given the reactants [CH2:1]=[CH:2][C:3]1[CH:8]=[CH:7][CH:6]=[CH:5][CH:4]=1.N(C(C)(C)C#N)=N[C:11](C)(C)[C:12]#N.[CH3:21][CH2:22][CH2:23][CH2:24][CH2:25][CH2:26][CH2:27][CH3:28], predict the reaction product. The product is: [CH2:1]=[CH:2][C:3]1[CH:8]=[CH:7][CH:6]=[CH:5][CH:4]=1.[CH:22]([C:23]1[CH:28]=[CH:27][C:26]([CH:11]=[CH2:12])=[CH:25][CH:24]=1)=[CH2:21]. (5) Given the reactants [Cl:1][C:2]1[CH:7]=[CH:6][C:5]([CH:8]([CH3:12])[C:9]([OH:11])=O)=[CH:4][CH:3]=1.[NH2:13][CH2:14][CH2:15][CH2:16][N:17]1[CH2:22][CH2:21][CH:20]([C:23]2[CH:24]=[C:25]([NH:29][C:30](=[O:32])[CH3:31])[CH:26]=[CH:27][CH:28]=2)[CH2:19][CH2:18]1, predict the reaction product. The product is: [C:30]([NH:29][C:25]1[CH:24]=[C:23]([CH:20]2[CH2:21][CH2:22][N:17]([CH2:16][CH2:15][CH2:14][NH:13][C:9](=[O:11])[CH:8]([C:5]3[CH:4]=[CH:3][C:2]([Cl:1])=[CH:7][CH:6]=3)[CH3:12])[CH2:18][CH2:19]2)[CH:28]=[CH:27][CH:26]=1)(=[O:32])[CH3:31]. (6) Given the reactants C([O:3][C:4](=[O:25])[C:5]([NH:7][C:8]1[CH:13]=[C:12]([Br:14])[C:11]([O:15][CH2:16][C:17]2[CH:22]=[CH:21][CH:20]=[C:19]([Br:23])[CH:18]=2)=[C:10]([Br:24])[CH:9]=1)=[O:6])C.[OH-].[Na+], predict the reaction product. The product is: [Br:14][C:12]1[CH:13]=[C:8]([NH:7][C:5](=[O:6])[C:4]([OH:25])=[O:3])[CH:9]=[C:10]([Br:24])[C:11]=1[O:15][CH2:16][C:17]1[CH:22]=[CH:21][CH:20]=[C:19]([Br:23])[CH:18]=1.